Dataset: Full USPTO retrosynthesis dataset with 1.9M reactions from patents (1976-2016). Task: Predict the reactants needed to synthesize the given product. (1) Given the product [Cl:1][C:2]1[N:3]=[C:4]([N:21]2[CH2:22][CH2:23][O:24][CH2:25][C@@H:20]2[CH3:19])[C:5]2[CH2:10][S:9][CH2:8][C:6]=2[N:7]=1, predict the reactants needed to synthesize it. The reactants are: [Cl:1][C:2]1[N:3]=[C:4](Cl)[C:5]2[CH2:10][S:9][CH2:8][C:6]=2[N:7]=1.CCN(CC)CC.[CH3:19][C@H:20]1[CH2:25][O:24][CH2:23][CH2:22][NH:21]1. (2) Given the product [Si:5]([O:6][CH2:7][C:8]1[CH:12]=[C:11]([CH:29]=[O:30])[S:10][CH:9]=1)([C:1]([CH3:4])([CH3:3])[CH3:2])([CH3:14])[CH3:13], predict the reactants needed to synthesize it. The reactants are: [C:1]([Si:5]([CH3:14])([CH3:13])[O:6][CH2:7][C:8]1[CH:12]=[CH:11][S:10][CH:9]=1)([CH3:4])([CH3:3])[CH3:2].[Li]C(CC)C.C1CCCCC1.CN([CH:29]=[O:30])C. (3) The reactants are: Br.[NH2:2][C@@H:3]([CH2:7][CH2:8][Br:9])[C:4]([OH:6])=[O:5].S(Cl)([Cl:12])=O.[CH2:14](O)[CH3:15]. Given the product [ClH:12].[CH2:14]([O:5][C:4](=[O:6])[C@@H:3]([NH2:2])[CH2:7][CH2:8][Br:9])[CH3:15], predict the reactants needed to synthesize it. (4) Given the product [C:1]([O:5][C:6](=[O:48])[CH2:7][N:8]1[C:17](=[O:18])[C:16]2[C:11](=[CH:12][C:13]([C:19]([C:21]3[N:29]4[C:24]([CH:25]=[CH:26][CH:27]=[CH:28]4)=[C:23]([C:30]4[CH:45]=[CH:44][C:33]([C:34]([OH:36])=[O:35])=[CH:32][CH:31]=4)[C:22]=3[CH3:46])=[O:20])=[CH:14][CH:15]=2)[NH:10][C:9]1=[O:47])([CH3:4])([CH3:2])[CH3:3], predict the reactants needed to synthesize it. The reactants are: [C:1]([O:5][C:6](=[O:48])[CH2:7][N:8]1[C:17](=[O:18])[C:16]2[C:11](=[CH:12][C:13]([C:19]([C:21]3[N:29]4[C:24]([CH:25]=[CH:26][CH:27]=[CH:28]4)=[C:23]([C:30]4[CH:45]=[CH:44][C:33]([C:34]([O:36]CC5C=CC=CC=5)=[O:35])=[CH:32][CH:31]=4)[C:22]=3[CH3:46])=[O:20])=[CH:14][CH:15]=2)[NH:10][C:9]1=[O:47])([CH3:4])([CH3:3])[CH3:2].C([O-])=O.[NH4+]. (5) Given the product [C:12]([O:11][C:10]([N:9]([C:17]1[CH:22]=[CH:21][C:20]([O:23][CH2:24][CH3:25])=[C:19]([N+:26]([O-:28])=[O:27])[CH:18]=1)[C:6]1[N:5]2[N:29]=[CH:30][CH:31]=[C:4]2[N:3]=[C:2]([NH:32][CH:33]2[CH2:38][CH2:37][CH2:36][N:35]([C:39]([O:41][C:42]([CH3:45])([CH3:44])[CH3:43])=[O:40])[CH2:34]2)[C:7]=1[CH3:8])=[O:16])([CH3:15])([CH3:14])[CH3:13], predict the reactants needed to synthesize it. The reactants are: Cl[C:2]1[C:7]([CH3:8])=[C:6]([N:9]([C:17]2[CH:22]=[CH:21][C:20]([O:23][CH2:24][CH3:25])=[C:19]([N+:26]([O-:28])=[O:27])[CH:18]=2)[C:10](=[O:16])[O:11][C:12]([CH3:15])([CH3:14])[CH3:13])[N:5]2[N:29]=[CH:30][CH:31]=[C:4]2[N:3]=1.[NH2:32][CH:33]1[CH2:38][CH2:37][CH2:36][N:35]([C:39]([O:41][C:42]([CH3:45])([CH3:44])[CH3:43])=[O:40])[CH2:34]1.